From a dataset of Peptide-MHC class II binding affinity with 134,281 pairs from IEDB. Regression. Given a peptide amino acid sequence and an MHC pseudo amino acid sequence, predict their binding affinity value. This is MHC class II binding data. The peptide sequence is DRAVKLYRKLKREIT. The MHC is DRB1_1501 with pseudo-sequence DRB1_1501. The binding affinity (normalized) is 0.662.